Dataset: Catalyst prediction with 721,799 reactions and 888 catalyst types from USPTO. Task: Predict which catalyst facilitates the given reaction. (1) Reactant: [H-].[Na+].[C:3]([C:5]1[CH:10]=[CH:9][C:8]([S:11]([NH:14][CH:15]([C:21]2[N:25]([C:26]3[CH:31]=[CH:30][CH:29]=[CH:28][CH:27]=3)[N:24]=[CH:23][CH:22]=2)[CH:16]([CH2:19][CH3:20])[CH2:17][CH3:18])(=[O:13])=[O:12])=[CH:7][CH:6]=1)#[N:4].I[CH3:33]. Product: [C:3]([C:5]1[CH:10]=[CH:9][C:8]([S:11]([N:14]([CH:15]([C:21]2[N:25]([C:26]3[CH:27]=[CH:28][CH:29]=[CH:30][CH:31]=3)[N:24]=[CH:23][CH:22]=2)[CH:16]([CH2:17][CH3:18])[CH2:19][CH3:20])[CH3:33])(=[O:13])=[O:12])=[CH:7][CH:6]=1)#[N:4]. The catalyst class is: 1. (2) Reactant: Br[C:2]1[N:3]=[C:4]([NH:10][C:11]2[CH:12]=[N:13][N:14]([CH2:16][CH3:17])[CH:15]=2)[C:5](=[O:9])[N:6]([CH3:8])[CH:7]=1.[C:18]([O:21][CH2:22][C:23]1[C:24]([N:32]2[N:41]=[CH:40][C:39]3[C:34](=[C:35]([F:46])[CH:36]=[C:37]([C:42]([CH3:45])([CH3:44])[CH3:43])[CH:38]=3)[C:33]2=[O:47])=[N:25][CH:26]=[CH:27][C:28]=1B(O)O)(=[O:20])[CH3:19].[O-]P([O-])([O-])=O.[K+].[K+].[K+].C([O-])(=O)C.[Na+]. Product: [C:18]([O:21][CH2:22][C:23]1[C:24]([N:32]2[N:41]=[CH:40][C:39]3[C:34](=[C:35]([F:46])[CH:36]=[C:37]([C:42]([CH3:44])([CH3:43])[CH3:45])[CH:38]=3)[C:33]2=[O:47])=[N:25][CH:26]=[CH:27][C:28]=1[C:2]1[N:3]=[C:4]([NH:10][C:11]2[CH:12]=[N:13][N:14]([CH2:16][CH3:17])[CH:15]=2)[C:5](=[O:9])[N:6]([CH3:8])[CH:7]=1)(=[O:20])[CH3:19]. The catalyst class is: 379. (3) Reactant: [NH2:1][C:2]1([CH3:12])[CH2:10][C:9]2[C:4](=[CH:5][CH:6]=[CH:7][CH:8]=2)[C:3]1=[O:11].C(N(CC)CC)C.[F:20][C:21]([F:32])([F:31])[C:22](O[C:22](=[O:23])[C:21]([F:32])([F:31])[F:20])=[O:23]. Product: [F:20][C:21]([F:32])([F:31])[C:22]([NH:1][C:2]1([CH3:12])[CH2:10][C:9]2[C:4](=[CH:5][CH:6]=[CH:7][CH:8]=2)[C:3]1=[O:11])=[O:23]. The catalyst class is: 1. (4) Reactant: [F:1][C:2]([F:32])([F:31])[C:3]1[CH:30]=[CH:29][CH:28]=[CH:27][C:4]=1[O:5][CH:6]1[CH2:11][CH2:10][N:9]([C:12]2[S:13][C:14]([C:17]3[S:18][CH:19]=[C:20]([CH2:22][C:23]([O:25]C)=[O:24])[N:21]=3)=[CH:15][N:16]=2)[CH2:8][CH2:7]1.[OH-].[Na+]. Product: [F:32][C:2]([F:1])([F:31])[C:3]1[CH:30]=[CH:29][CH:28]=[CH:27][C:4]=1[O:5][CH:6]1[CH2:11][CH2:10][N:9]([C:12]2[S:13][C:14]([C:17]3[S:18][CH:19]=[C:20]([CH2:22][C:23]([OH:25])=[O:24])[N:21]=3)=[CH:15][N:16]=2)[CH2:8][CH2:7]1. The catalyst class is: 36. (5) Reactant: [CH3:1][S:2][C:3]1(C(O)=O)[CH:8]=[CH:7][CH:6]=[CH:5][NH:4]1.B.C1C[O:16][CH2:15]C1. Product: [CH3:1][S:2][C:3]1[C:8]([CH2:15][OH:16])=[CH:7][CH:6]=[CH:5][N:4]=1. The catalyst class is: 5.